From a dataset of Forward reaction prediction with 1.9M reactions from USPTO patents (1976-2016). Predict the product of the given reaction. (1) The product is: [C:1](=[O:13])([O:9][CH:10]([I:14])[CH3:11])[O:2][CH2:3][CH2:4][NH:5][C:6](=[O:8])[CH3:7]. Given the reactants [C:1](=[O:13])([O:9][CH:10](Cl)[CH3:11])[O:2][CH2:3][CH2:4][NH:5][C:6](=[O:8])[CH3:7].[I-:14].[Na+], predict the reaction product. (2) Given the reactants [C@@H:1]12[CH2:6][C@@H:5]1[CH2:4][C@H:3]([C:7]([O:9]CC)=[O:8])[N:2]2[C:12]([O:14][C:15]([CH3:18])([CH3:17])[CH3:16])=[O:13].O.[OH-].[Li+], predict the reaction product. The product is: [C:15]([O:14][C:12]([N:2]1[C@@H:3]([C:7]([OH:9])=[O:8])[CH2:4][C@@H:5]2[C@H:1]1[CH2:6]2)=[O:13])([CH3:18])([CH3:16])[CH3:17]. (3) Given the reactants Cl[C:2]1[C:3]2[C:4](=[CH:14][N:15](CC3C=CC(OC)=CC=3)[N:16]=2)[N:5]=[C:6]([C:8]2[CH:13]=[CH:12][CH:11]=[CH:10][CH:9]=2)[N:7]=1.[NH:26]1[C:30]2[CH:31]=[CH:32][C:33]([NH2:35])=[CH:34][C:29]=2[N:28]=[N:27]1.Cl, predict the reaction product. The product is: [NH:26]1[C:30]2[CH:31]=[CH:32][C:33]([NH:35][C:2]3[C:3]4[NH:16][N:15]=[CH:14][C:4]=4[N:5]=[C:6]([C:8]4[CH:9]=[CH:10][CH:11]=[CH:12][CH:13]=4)[N:7]=3)=[CH:34][C:29]=2[N:28]=[N:27]1. (4) The product is: [C:26]([C:12]1[C:11]2[C:15](=[CH:16][CH:17]=[C:9]([O:8][CH2:1][C:2]3[N:33]=[CH:34][CH:39]=[CH:31][N:32]=3)[CH:10]=2)[N:14]([CH2:18][C:19]([O:21][C:22]([CH3:25])([CH3:23])[CH3:24])=[O:20])[N:13]=1)#[N:27]. Given the reactants [CH2:1]([O:8][C:9]1[CH:10]=[C:11]2[C:15](=[CH:16][CH:17]=1)[N:14]([CH2:18][C:19]([O:21][C:22]([CH3:25])([CH3:24])[CH3:23])=[O:20])[N:13]=[C:12]2[C:26]#[N:27])[C:2]1C=CC=CC=1.C([C:31]1[C:39]2[C:34](=CC(C)=C(OCC3N=CC=CN=3)C=2)[N:33](CC(OC)=O)[N:32]=1)(=O)C, predict the reaction product. (5) Given the reactants C[N:2](C)[CH:3]=[CH:4][C:5]([C:7]1[CH:12]=[CH:11][C:10]([N:13]2[CH:17]=[CH:16][N:15]=[CH:14]2)=[CH:9][CH:8]=1)=[O:6].NOS(O)(=O)=O.C([O-])(O)=O.[Na+], predict the reaction product. The product is: [N:13]1([C:10]2[CH:11]=[CH:12][C:7]([C:5]3[O:6][N:2]=[CH:3][CH:4]=3)=[CH:8][CH:9]=2)[CH:17]=[CH:16][N:15]=[CH:14]1.